This data is from Full USPTO retrosynthesis dataset with 1.9M reactions from patents (1976-2016). The task is: Predict the reactants needed to synthesize the given product. (1) Given the product [Si:1]([O:8][CH2:9][C:10]1([CH3:38])[S:16][CH2:15][CH2:14][N:13]2[C:17]([C:20]3([C:23]4[CH:24]=[CH:25][C:26]([C:40]5[CH:45]=[CH:44][C:43]([F:46])=[CH:42][N:41]=5)=[CH:27][CH:28]=4)[CH2:22][CH2:21]3)=[N:18][N:19]=[C:12]2[CH2:11]1)([C:4]([CH3:6])([CH3:5])[CH3:7])([CH3:3])[CH3:2], predict the reactants needed to synthesize it. The reactants are: [Si:1]([O:8][CH2:9][C:10]1([CH3:38])[S:16][CH2:15][CH2:14][N:13]2[C:17]([C:20]3([C:23]4[CH:28]=[CH:27][C:26](B5OC(C)(C)C(C)(C)O5)=[CH:25][CH:24]=4)[CH2:22][CH2:21]3)=[N:18][N:19]=[C:12]2[CH2:11]1)([C:4]([CH3:7])([CH3:6])[CH3:5])([CH3:3])[CH3:2].Br[C:40]1[CH:45]=[CH:44][C:43]([F:46])=[CH:42][N:41]=1.C(=O)([O-])[O-].[K+].[K+].C(=O)([O-])O.[Na+]. (2) The reactants are: Cl.[NH2:2][OH:3].[OH-:4].[K+].N[OH:7].C[O:9][C:10]([C@H:12]1[C@H:17]([CH3:18])[O:16][C@@H:15]([CH2:19][N:20]([CH2:22][CH3:23])[CH3:21])[CH2:14][N:13]1[S:24][C:25]1[CH:30]=[CH:29][C:28]([O:31][CH2:32][C:33]2[CH:38]=[CH:37][CH:36]=[C:35]([Cl:39])[CH:34]=2)=[CH:27][CH:26]=1)=O. Given the product [OH:3][NH:2][C:10]([C@H:12]1[C@H:17]([CH3:18])[O:16][C@@H:15]([CH2:19][N:20]([CH2:22][CH3:23])[CH3:21])[CH2:14][N:13]1[S:24]([C:25]1[CH:26]=[CH:27][C:28]([O:31][CH2:32][C:33]2[CH:38]=[CH:37][CH:36]=[C:35]([Cl:39])[CH:34]=2)=[CH:29][CH:30]=1)(=[O:7])=[O:4])=[O:9], predict the reactants needed to synthesize it. (3) Given the product [F:16][C:13]1[CH:14]=[CH:15][C:8]2[S:3][C:2]([C:1]([O:5][CH3:6])=[O:4])=[CH:10][C:9]=2[CH:12]=1, predict the reactants needed to synthesize it. The reactants are: [C:1]([O:5][CH3:6])(=[O:4])[CH2:2][SH:3].F[C:8]1[CH:15]=[CH:14][C:13]([F:16])=[CH:12][C:9]=1[CH:10]=O. (4) The reactants are: [Si:1]([O:8][CH:9]([CH2:12][O:13][C:14]1[CH:19]=[CH:18][C:17]([CH2:20][CH2:21][CH2:22][CH2:23][CH2:24][CH2:25][CH2:26][CH3:27])=[CH:16][CH:15]=1)[C:10]#[N:11])([C:4]([CH3:7])([CH3:6])[CH3:5])([CH3:3])[CH3:2].N[C@H:29]([C:32]([O:34][CH3:35])=[O:33])[CH2:30][SH:31]. Given the product [Si:1]([O:8][CH:9]([C:10]1[S:31][CH2:30][CH:29]([C:32]([O:34][CH3:35])=[O:33])[N:11]=1)[CH2:12][O:13][C:14]1[CH:19]=[CH:18][C:17]([CH2:20][CH2:21][CH2:22][CH2:23][CH2:24][CH2:25][CH2:26][CH3:27])=[CH:16][CH:15]=1)([C:4]([CH3:7])([CH3:6])[CH3:5])([CH3:2])[CH3:3], predict the reactants needed to synthesize it. (5) Given the product [Br:1][C:2]1[CH:7]=[CH:6][C:5]([CH2:8][CH2:9][I:30])=[CH:4][CH:3]=1, predict the reactants needed to synthesize it. The reactants are: [Br:1][C:2]1[CH:7]=[CH:6][C:5]([CH2:8][CH2:9]O)=[CH:4][CH:3]=1.C1(P(C2C=CC=CC=2)C2C=CC=CC=2)C=CC=CC=1.[I:30]I. (6) The reactants are: Br[CH:2]([CH:16]([CH3:18])[CH3:17])[CH2:3][N-:4][C:5]1[CH:14]=[CH:13][C:12]2[C:7](=[CH:8][CH:9]=[CH:10][CH:11]=2)[C:6]=1[OH:15].C(=O)([O-])[O-:20].[K+].[K+].C(OCC)(=O)C.O. Given the product [CH:16]([CH:2]1[O:15][C:6]2[C:7]3[C:12]([CH:13]=[CH:14][C:5]=2[NH:4][C:3]1=[O:20])=[CH:11][CH:10]=[CH:9][CH:8]=3)([CH3:18])[CH3:17], predict the reactants needed to synthesize it. (7) Given the product [C:23]([O:22][C@@H:9]([C:10]1[C:19]([CH3:20])=[CH:18][C:17]2[C:12](=[CH:13][CH:14]=[CH:15][CH:16]=2)[C:11]=1[Cl:21])[CH2:8][OH:7])([CH3:26])([CH3:25])[CH3:24], predict the reactants needed to synthesize it. The reactants are: C([O:7][CH2:8][C@@H:9]([O:22][C:23]([CH3:26])([CH3:25])[CH3:24])[C:10]1[C:19]([CH3:20])=[CH:18][C:17]2[C:12](=[CH:13][CH:14]=[CH:15][CH:16]=2)[C:11]=1[Cl:21])(=O)C(C)(C)C.[OH-].[Na+].